Dataset: Forward reaction prediction with 1.9M reactions from USPTO patents (1976-2016). Task: Predict the product of the given reaction. (1) Given the reactants I[C:2]1[CH:12]=[CH:11][C:5]([C:6]([O:8]CC)=[O:7])=[CH:4][CH:3]=1.[F:13][C:14]1[CH:15]=[C:16]([C:20]#[CH:21])[CH:17]=[CH:18][CH:19]=1.C(NCC)C.[Li+].[OH-].Cl, predict the reaction product. The product is: [F:13][C:14]1[CH:15]=[C:16]([C:20]#[C:21][C:2]2[CH:3]=[CH:4][C:5]([C:6]([OH:8])=[O:7])=[CH:11][CH:12]=2)[CH:17]=[CH:18][CH:19]=1. (2) Given the reactants C[O:2][C:3]([C:5]1[S:6][C:7]([C:27]2[CH:32]=[CH:31][CH:30]=[CH:29][CH:28]=2)=[CH:8][C:9]=1[N:10]([C:18]([C@H:20]1[CH2:25][CH2:24][C@H:23]([CH3:26])[CH2:22][CH2:21]1)=[O:19])[CH:11]1[CH2:16][CH2:15][N:14]([CH3:17])[CH2:13][CH2:12]1)=[O:4].[Li+].[OH-].[ClH:35], predict the reaction product. The product is: [Cl-:35].[C:3]([C:5]1[S:6][C:7]([C:27]2[CH:32]=[CH:31][CH:30]=[CH:29][CH:28]=2)=[CH:8][C:9]=1[N:10]([C:18]([C@H:20]1[CH2:21][CH2:22][C@H:23]([CH3:26])[CH2:24][CH2:25]1)=[O:19])[CH:11]1[CH2:16][CH2:15][NH+:14]([CH3:17])[CH2:13][CH2:12]1)([OH:4])=[O:2]. (3) Given the reactants Cl[C:2]1[CH:7]=[C:6]([O:8][CH2:9][C:10]#[C:11][CH3:12])[N:5]=[CH:4][N:3]=1.C(=O)([O-])[O-].[K+].[K+].[F:19][C:20]1[CH:25]=[CH:24][C:23]([F:26])=[CH:22][C:21]=1[OH:27].[Cl-].[NH4+], predict the reaction product. The product is: [CH2:9]([O:8][C:6]1[CH:7]=[C:2]([O:27][C:21]2[CH:22]=[C:23]([F:26])[CH:24]=[CH:25][C:20]=2[F:19])[N:3]=[CH:4][N:5]=1)[C:10]#[C:11][CH3:12]. (4) The product is: [CH:6]1([CH2:5][CH:4]([N:11]2[C:16](=[O:17])[CH:15]=[C:14]([O:18][C:19]3[CH:27]=[CH:26][CH:25]=[C:24]4[C:20]=3[CH:21]=[CH:22][NH:23]4)[CH:13]=[N:12]2)[C:3]([OH:28])=[O:2])[CH2:10][CH2:9][CH2:8][CH2:7]1. Given the reactants C[O:2][C:3](=[O:28])[CH:4]([N:11]1[C:16](=[O:17])[CH:15]=[C:14]([O:18][C:19]2[CH:27]=[CH:26][CH:25]=[C:24]3[C:20]=2[CH:21]=[CH:22][NH:23]3)[CH:13]=[N:12]1)[CH2:5][CH:6]1[CH2:10][CH2:9][CH2:8][CH2:7]1.[OH-].[Na+].Cl, predict the reaction product. (5) Given the reactants C[O:2][C:3](=[O:31])[CH2:4][N:5]1[C:13]2[C:8](=[CH:9][C:10]([F:14])=[CH:11][CH:12]=2)[C:7]([CH2:15][C:16]2[S:17][CH:18]=[CH:19][C:20]=2[S:21]([C:24]2[CH:29]=[CH:28][CH:27]=[CH:26][CH:25]=2)(=[O:23])=[O:22])=[C:6]1[CH3:30].[OH-].[Li+], predict the reaction product. The product is: [C:24]1([S:21]([C:20]2[CH:19]=[CH:18][S:17][C:16]=2[CH2:15][C:7]2[C:8]3[C:13](=[CH:12][CH:11]=[C:10]([F:14])[CH:9]=3)[N:5]([CH2:4][C:3]([OH:31])=[O:2])[C:6]=2[CH3:30])(=[O:23])=[O:22])[CH:29]=[CH:28][CH:27]=[CH:26][CH:25]=1. (6) The product is: [Cl:1][C:2]1[N:10]=[C:9]2[C:5]([N:6]=[CH:7][N:8]2[CH:21]2[CH2:20][CH2:19][CH2:18][CH2:23][O:22]2)=[C:4]([NH:11][CH:12]2[CH2:17][CH2:16][CH2:15][CH2:14][CH2:13]2)[N:3]=1. Given the reactants [Cl:1][C:2]1[N:10]=[C:9]2[C:5]([N:6]=[CH:7][NH:8]2)=[C:4]([NH:11][CH:12]2[CH2:17][CH2:16][CH2:15][CH2:14][CH2:13]2)[N:3]=1.[CH2:18]1[CH2:23][O:22][CH:21]=[CH:20][CH2:19]1.CC1C=CC(S(O)(=O)=O)=CC=1, predict the reaction product. (7) Given the reactants C(OC([N:8]1[CH2:13][CH2:12][N:11]([C:14]2[N:19]=[C:18]([C:20]3[CH:29]=[CH:28][C:27]4[C:26]([CH3:31])([CH3:30])[CH2:25][CH2:24][C:23]([CH3:33])([CH3:32])[C:22]=4[CH:21]=3)[N:17]=[CH:16][N:15]=2)[CH2:10][CH2:9]1)=O)(C)(C)C.Cl, predict the reaction product. The product is: [N:11]1([C:14]2[N:19]=[C:18]([C:20]3[CH:29]=[CH:28][C:27]4[C:26]([CH3:31])([CH3:30])[CH2:25][CH2:24][C:23]([CH3:33])([CH3:32])[C:22]=4[CH:21]=3)[N:17]=[CH:16][N:15]=2)[CH2:12][CH2:13][NH:8][CH2:9][CH2:10]1.